Predict the reactants needed to synthesize the given product. From a dataset of Full USPTO retrosynthesis dataset with 1.9M reactions from patents (1976-2016). (1) Given the product [CH3:1][O:2][C:3]([C:5]1[CH:6]=[CH:7][C:8]2[O:12][C:11]([C:13]([C:16]3[CH:21]=[CH:20][C:19]([O:22][CH2:28][C:29](=[O:34])[C:30]([CH3:33])([CH3:32])[CH3:31])=[C:18]([CH3:23])[CH:17]=3)([CH2:24][CH3:25])[CH2:14][CH3:15])=[N:10][C:9]=2[CH:26]=1)=[O:4], predict the reactants needed to synthesize it. The reactants are: [CH3:1][O:2][C:3]([C:5]1[CH:6]=[CH:7][C:8]2[O:12][C:11]([C:13]([CH2:24][CH3:25])([C:16]3[CH:21]=[CH:20][C:19]([OH:22])=[C:18]([CH3:23])[CH:17]=3)[CH2:14][CH3:15])=[N:10][C:9]=2[CH:26]=1)=[O:4].Br[CH2:28][C:29](=[O:34])[C:30]([CH3:33])([CH3:32])[CH3:31].C([O-])([O-])=O.[K+].[K+]. (2) Given the product [C:2]([C:4]1([NH:10][C:11]([CH:13]([NH:19][C:20]([N:22]2[CH2:23][CH2:24][O:25][CH2:26][CH2:27]2)=[O:21])[CH2:14][C:15]([CH3:18])([CH3:17])[CH3:16])=[O:12])[CH2:5][CH2:6][N:7]([C:36](=[O:37])[NH:35][CH2:34][C:30]2[CH:29]=[N:28][CH:33]=[CH:32][CH:31]=2)[CH2:8][CH2:9]1)#[N:3], predict the reactants needed to synthesize it. The reactants are: Cl.[C:2]([C:4]1([NH:10][C:11]([CH:13]([NH:19][C:20]([N:22]2[CH2:27][CH2:26][O:25][CH2:24][CH2:23]2)=[O:21])[CH2:14][C:15]([CH3:18])([CH3:17])[CH3:16])=[O:12])[CH2:9][CH2:8][NH:7][CH2:6][CH2:5]1)#[N:3].[N:28]1[CH:33]=[CH:32][CH:31]=[C:30]([CH2:34][N:35]=[C:36]=[O:37])[CH:29]=1.CN1CCOCC1. (3) Given the product [CH:37]([NH:1][CH2:2][CH2:3][C:4]([N:6]1[CH2:11][CH2:10][N:9]([C:12]2[C:17]([C:18]3[CH:19]=[CH:20][CH:21]=[CH:22][CH:23]=3)=[CH:16][N:15]=[C:14]3[NH:24][CH:25]=[C:26]([NH:27][C:28](=[O:35])[C:29]4[CH:34]=[CH:33][CH:32]=[N:31][CH:30]=4)[C:13]=23)[CH2:8][CH2:7]1)=[O:5])([CH3:39])[CH3:36], predict the reactants needed to synthesize it. The reactants are: [NH2:1][CH2:2][CH2:3][C:4]([N:6]1[CH2:11][CH2:10][N:9]([C:12]2[C:17]([C:18]3[CH:23]=[CH:22][CH:21]=[CH:20][CH:19]=3)=[CH:16][N:15]=[C:14]3[NH:24][CH:25]=[C:26]([NH:27][C:28](=[O:35])[C:29]4[CH:34]=[CH:33][CH:32]=[N:31][CH:30]=4)[C:13]=23)[CH2:8][CH2:7]1)=[O:5].[CH3:36][C:37]([CH3:39])=O.CCN(C(C)C)C(C)C.[BH-](OC(C)=O)(OC(C)=O)OC(C)=O.[Na+].C([O-])([O-])=O.[Na+].[Na+].Cl. (4) Given the product [Br:1][C:2]1[N:6]2[N:7]=[C:8]([NH:16][CH2:15][CH2:14][O:13][CH3:12])[CH:9]=[CH:10][C:5]2=[N:4][CH:3]=1, predict the reactants needed to synthesize it. The reactants are: [Br:1][C:2]1[N:6]2[N:7]=[C:8](Cl)[CH:9]=[CH:10][C:5]2=[N:4][CH:3]=1.[CH3:12][O:13][CH2:14][CH2:15][NH2:16].C(Cl)Cl.CO.[NH4+].[OH-]. (5) Given the product [CH3:1][C:2]1([CH3:36])[C:6](=[O:7])[N:5]([C:8]2[CH:13]=[CH:12][C:11]([C:14]([CH3:19])([CH3:20])[C:15]([OH:17])=[O:16])=[CH:10][CH:9]=2)[C:4](=[O:21])[N:3]1[CH2:22][C:23]1[CH:28]=[CH:27][N:26]=[C:25]([NH:29][C:30]2[CH:31]=[N:32][CH:33]=[CH:34][CH:35]=2)[CH:24]=1, predict the reactants needed to synthesize it. The reactants are: [CH3:1][C:2]1([CH3:36])[C:6](=[O:7])[N:5]([C:8]2[CH:13]=[CH:12][C:11]([C:14]([CH3:20])([CH3:19])[C:15]([O:17]C)=[O:16])=[CH:10][CH:9]=2)[C:4](=[O:21])[N:3]1[CH2:22][C:23]1[CH:28]=[CH:27][N:26]=[C:25]([NH:29][C:30]2[CH:31]=[N:32][CH:33]=[CH:34][CH:35]=2)[CH:24]=1.[OH-].[K+].Cl. (6) Given the product [C:1]([NH:5][C:6]([C:8]1[C:12]2=[N:13][C:14]([C:17]3[C:25]4[C:20](=[C:21]([CH2:26][CH3:27])[CH:22]=[CH:23][CH:24]=4)[NH:19][N:18]=3)=[CH:15][N:16]=[C:11]2[NH:10][CH:9]=1)=[O:7])([CH3:4])([CH3:3])[CH3:2], predict the reactants needed to synthesize it. The reactants are: [C:1]([NH:5][C:6]([C:8]1[C:12]2=[N:13][C:14]([C:17]3[C:25]4[C:20](=[C:21]([CH2:26][CH3:27])[CH:22]=[CH:23][CH:24]=4)[NH:19][N:18]=3)=[CH:15][N:16]=[C:11]2[N:10](COCC[Si](C)(C)C)[CH:9]=1)=[O:7])([CH3:4])([CH3:3])[CH3:2].FC(F)(F)C(O)=O.C(N)CN. (7) Given the product [CH3:14][O:11][C:5]1[CH:6]=[C:7]([CH3:10])[CH:8]=[CH:9][C:4]=1[Cl:3], predict the reactants needed to synthesize it. The reactants are: [H-].[Na+].[Cl:3][C:4]1[CH:9]=[CH:8][C:7]([CH3:10])=[CH:6][C:5]=1[OH:11].CI.[C:14](O)(=O)CC(CC(O)=O)(C(O)=O)O.